This data is from Catalyst prediction with 721,799 reactions and 888 catalyst types from USPTO. The task is: Predict which catalyst facilitates the given reaction. (1) Reactant: [CH3:1][C:2]1[N:3]=[C:4]2[N:8]([C:9](=[O:21])[C:10]=1[C:11]1[CH:16]=[CH:15][C:14]([C:17]([F:20])([F:19])[F:18])=[CH:13][CH:12]=1)[C:7]1[CH:22]=[CH:23][CH:24]=[CH:25][C:6]=1[S:5]2.[CH2:26]([O:28][CH2:29][CH2:30][O:31][C:32]1[C:39]([O:40][CH3:41])=[CH:38][CH:37]=[CH:36][C:33]=1[CH:34]=O)[CH3:27].[O-]CC.[Na+]. Product: [CH2:26]([O:28][CH2:29][CH2:30][O:31][C:32]1[C:39]([O:40][CH3:41])=[CH:38][CH:37]=[CH:36][C:33]=1/[CH:34]=[CH:1]/[C:2]1[N:3]=[C:4]2[S:5][C:6]3[CH:25]=[CH:24][CH:23]=[CH:22][C:7]=3[N:8]2[C:9](=[O:21])[C:10]=1[C:11]1[CH:12]=[CH:13][C:14]([C:17]([F:18])([F:19])[F:20])=[CH:15][CH:16]=1)[CH3:27]. The catalyst class is: 8. (2) Reactant: C(OC(=O)[NH:7][C@@H:8]([CH:26]1[CH2:31][CH2:30][CH2:29][CH2:28][CH2:27]1)[C:9]([N:11]1[CH2:15][CH2:14][C:13](=[N:16][O:17][CH2:18][C:19]2[CH:24]=[CH:23][CH:22]=[CH:21][CH:20]=2)[CH:12]1[CH3:25])=[O:10])(C)(C)C.C(O)(C(F)(F)F)=O. Product: [CH2:18]([O:17][N:16]=[CH:13][CH:12]1[CH2:25][CH2:14][CH2:15][N:11]1[C:9](=[O:10])[C@@H:8]([NH2:7])[CH:26]1[CH2:27][CH2:28][CH2:29][CH2:30][CH2:31]1)[C:19]1[CH:20]=[CH:21][CH:22]=[CH:23][CH:24]=1. The catalyst class is: 4. (3) Reactant: [CH2:1]([N:8]1[C:16]2[C:11](=[CH:12][C:13]([C:17]3[CH:22]=[CH:21][C:20]([OH:23])=[CH:19][CH:18]=3)=[CH:14][CH:15]=2)[C:10]([CH2:24][C:25]2[CH:30]=[CH:29][CH:28]=[CH:27][CH:26]=2)=[C:9]1[C:31]1[CH:36]=[CH:35][CH:34]=[CH:33][CH:32]=1)[C:2]1[CH:7]=[CH:6][CH:5]=[CH:4][CH:3]=1.C([O-])([O-])=O.[K+].[K+].Br[CH2:44][C:45]([O:47][CH3:48])=[O:46]. Product: [CH3:48][O:47][C:45](=[O:46])[CH2:44][O:23][C:20]1[CH:21]=[CH:22][C:17]([C:13]2[CH:12]=[C:11]3[C:16](=[CH:15][CH:14]=2)[N:8]([CH2:1][C:2]2[CH:3]=[CH:4][CH:5]=[CH:6][CH:7]=2)[C:9]([C:31]2[CH:36]=[CH:35][CH:34]=[CH:33][CH:32]=2)=[C:10]3[CH2:24][C:25]2[CH:26]=[CH:27][CH:28]=[CH:29][CH:30]=2)=[CH:18][CH:19]=1. The catalyst class is: 21. (4) Reactant: [Cu][C:2]#[N:3].Br[C:5]1[C:6]([CH2:33][N:34]2[CH2:39][CH2:38][CH2:37][C@H:36]([NH:40][CH3:41])[CH2:35]2)=[C:7]([C:29]([F:32])([F:31])[F:30])[CH:8]=[C:9]2[C:14]=1[N:13]=[CH:12][N:11]([CH2:15][C:16]1[CH:21]=[C:20]([Cl:22])[CH:19]=[CH:18][C:17]=1[S:23]([CH2:26][CH3:27])(=[O:25])=[O:24])[C:10]2=[O:28].C(OCC)(=O)C. Product: [Cl:22][C:20]1[CH:19]=[CH:18][C:17]([S:23]([CH2:26][CH3:27])(=[O:24])=[O:25])=[C:16]([CH2:15][N:11]2[C:10](=[O:28])[C:9]3[C:14](=[C:5]([C:2]#[N:3])[C:6]([CH2:33][N:34]4[CH2:39][CH2:38][CH2:37][C@H:36]([NH:40][CH3:41])[CH2:35]4)=[C:7]([C:29]([F:32])([F:30])[F:31])[CH:8]=3)[N:13]=[CH:12]2)[CH:21]=1. The catalyst class is: 3. (5) Reactant: C([N:4]1[C:12]2[C:7](=[CH:8][C:9]([C:13]([NH:15][CH2:16][CH2:17][CH2:18][C:19]([O:21]C)=O)=[O:14])=[CH:10][CH:11]=2)[C:6]([C:23]2[CH:28]=[CH:27][C:26]([F:29])=[CH:25][CH:24]=2)=[N:5]1)(=O)C.[NH3:30]. Product: [C:19]([CH2:18][CH2:17][CH2:16][NH:15][C:13]([C:9]1[CH:8]=[C:7]2[C:12](=[CH:11][CH:10]=1)[NH:4][N:5]=[C:6]2[C:23]1[CH:24]=[CH:25][C:26]([F:29])=[CH:27][CH:28]=1)=[O:14])(=[O:21])[NH2:30]. The catalyst class is: 5. (6) Reactant: [C:1]([O:5][C:6]([N:8]1[CH2:13][CH2:12][C:11]([CH2:15][CH2:16][CH:17]=[CH2:18])([OH:14])[CH2:10][CH2:9]1)=[O:7])([CH3:4])([CH3:3])[CH3:2].CN(C1C=CC=CN=1)C.[C:28](OC(=O)C)(=[O:30])[CH3:29].C(N(CC)CC)C. Product: [C:1]([O:5][C:6]([N:8]1[CH2:13][CH2:12][C:11]([O:14][C:28](=[O:30])[CH3:29])([CH2:15][CH2:16][CH:17]=[CH2:18])[CH2:10][CH2:9]1)=[O:7])([CH3:4])([CH3:3])[CH3:2]. The catalyst class is: 4. (7) Reactant: [C:1]([O:5][C:6](=[O:41])[C@@H:7]([NH:37][C:38](=[O:40])[CH3:39])[CH2:8][C:9]1[CH:14]=[CH:13][C:12]([N:15]2[CH2:19][C:18](=[O:20])[N:17](CC[Si](C)(C)C)[S:16]2(=[O:28])=[O:27])=[C:11]([O:29][CH2:30][C:31]2[CH:36]=[CH:35][CH:34]=[CH:33][CH:32]=2)[CH:10]=1)([CH3:4])([CH3:3])[CH3:2].[F-].[Cs+].C(OCC)(=O)C. Product: [C:1]([O:5][C:6](=[O:41])[C@@H:7]([NH:37][C:38](=[O:40])[CH3:39])[CH2:8][C:9]1[CH:14]=[CH:13][C:12]([N:15]2[CH2:19][C:18](=[O:20])[NH:17][S:16]2(=[O:28])=[O:27])=[C:11]([O:29][CH2:30][C:31]2[CH:32]=[CH:33][CH:34]=[CH:35][CH:36]=2)[CH:10]=1)([CH3:4])([CH3:2])[CH3:3]. The catalyst class is: 3.